Task: Predict the reactants needed to synthesize the given product.. Dataset: Full USPTO retrosynthesis dataset with 1.9M reactions from patents (1976-2016) (1) The reactants are: [Cl:1][C:2]1[CH:7]=[CH:6][C:5]([N:8]([C@H:13]2[C:22]3[C:17](=[CH:18][CH:19]=[CH:20][CH:21]=3)[N:16]([C:23](=[O:31])[C:24]3[CH:29]=[CH:28][C:27]([OH:30])=[CH:26][CH:25]=3)[C@@H:15]([CH3:32])[CH2:14]2)[C:9](=[O:12])[CH2:10][CH3:11])=[CH:4][CH:3]=1.[H-].[Na+].Br[CH2:36][CH2:37][CH2:38][C:39]([O:41][CH2:42][CH3:43])=[O:40].C(O)C. Given the product [CH2:42]([O:41][C:39](=[O:40])[CH2:38][CH2:37][CH2:36][O:30][C:27]1[CH:26]=[CH:25][C:24]([C:23]([N:16]2[C:17]3[C:22](=[CH:21][CH:20]=[CH:19][CH:18]=3)[C@H:13]([N:8]([C:5]3[CH:4]=[CH:3][C:2]([Cl:1])=[CH:7][CH:6]=3)[C:9](=[O:12])[CH2:10][CH3:11])[CH2:14][C@@H:15]2[CH3:32])=[O:31])=[CH:29][CH:28]=1)[CH3:43], predict the reactants needed to synthesize it. (2) Given the product [O:2]1[C:6]2[CH:7]=[CH:8][CH:9]=[CH:10][C:5]=2[CH:4]=[C:3]1[CH:11]1[CH2:12][N:13]([C:34](=[O:35])/[CH:33]=[CH:32]/[C:28]2[CH:29]=[C:30]3[C:25](=[N:26][CH:27]=2)[NH:24][C:23](=[O:37])[C:20]2([CH2:21][CH2:22][N:17]([CH3:16])[CH2:18][CH2:19]2)[CH2:31]3)[CH2:14]1, predict the reactants needed to synthesize it. The reactants are: Cl.[O:2]1[C:6]2[CH:7]=[CH:8][CH:9]=[CH:10][C:5]=2[CH:4]=[C:3]1[CH:11]1[CH2:14][NH:13][CH2:12]1.Cl.[CH3:16][N:17]1[CH2:22][CH2:21][C:20]2([CH2:31][C:30]3[C:25](=[N:26][CH:27]=[C:28](/[CH:32]=[CH:33]/[C:34](O)=[O:35])[CH:29]=3)[NH:24][C:23]2=[O:37])[CH2:19][CH2:18]1.CCN=C=NCCCN(C)C.Cl.C1C=NC2N(O)N=NC=2C=1.CCN(C(C)C)C(C)C. (3) Given the product [Si:3]([O:20][CH2:21][C@H:22]1[CH2:23][CH2:24][C@H:25]([O:28][CH2:30][C:31]([OH:33])=[O:32])[CH2:26][CH2:27]1)([C:16]([CH3:19])([CH3:17])[CH3:18])([C:10]1[CH:15]=[CH:14][CH:13]=[CH:12][CH:11]=1)[C:4]1[CH:5]=[CH:6][CH:7]=[CH:8][CH:9]=1, predict the reactants needed to synthesize it. The reactants are: [H-].[Na+].[Si:3]([O:20][CH2:21][C@H:22]1[CH2:27][CH2:26][C@H:25]([OH:28])[CH2:24][CH2:23]1)([C:16]([CH3:19])([CH3:18])[CH3:17])([C:10]1[CH:15]=[CH:14][CH:13]=[CH:12][CH:11]=1)[C:4]1[CH:9]=[CH:8][CH:7]=[CH:6][CH:5]=1.Br[CH2:30][C:31]([OH:33])=[O:32]. (4) The reactants are: [F:1][C:2]1[CH:8]=[CH:7][CH:6]=[CH:5][C:3]=1[NH2:4].[C:9](OC(=O)C)(=[O:11])[CH3:10].C(N(CC)CC)C. Given the product [F:1][C:2]1[CH:8]=[CH:7][CH:6]=[CH:5][C:3]=1[NH:4][C:9](=[O:11])[CH3:10], predict the reactants needed to synthesize it. (5) Given the product [OH:11][CH:10]1[O:9][C@@H:8]([CH3:12])[C@@H:7]([OH:14])[C@@H:6]([OH:15])[C@@H:5]1[OH:16], predict the reactants needed to synthesize it. The reactants are: CC(N[C@H:5]1[CH:10]([OH:11])[O:9][C@H:8]([CH2:12]O)[C@H:7]([OH:14])[C@@H:6]1[OH:15])=O.[OH:16]C1O[C@H](CO)[C@@H](O)[C@H](O)[C@H]1NC(C)=O. (6) Given the product [Cl:1][C:2]1[N:3]=[C:4]([N:33]2[CH2:32][CH2:31][N:30]([C:23]([O:25][C:26]([CH3:29])([CH3:28])[CH3:27])=[O:24])[CH2:35][CH2:34]2)[C:5]2[CH:10]=[C:9]([CH2:11][CH3:12])[S:8][C:6]=2[N:7]=1, predict the reactants needed to synthesize it. The reactants are: [Cl:1][C:2]1[N:3]=[C:4](Cl)[C:5]2[CH:10]=[C:9]([CH2:11][CH3:12])[S:8][C:6]=2[N:7]=1.C(N(C(C)C)CC)(C)C.[C:23]([N:30]1[CH2:35][CH2:34][NH:33][CH2:32][CH2:31]1)([O:25][C:26]([CH3:29])([CH3:28])[CH3:27])=[O:24]. (7) Given the product [C:9]1([C:15]#[C:16][C:5]2[CH:6]=[CH:7][C:2]([NH2:1])=[N:3][CH:4]=2)[CH:14]=[CH:13][CH:12]=[CH:11][CH:10]=1, predict the reactants needed to synthesize it. The reactants are: [NH2:1][C:2]1[CH:7]=[CH:6][C:5](I)=[CH:4][N:3]=1.[C:9]1([C:15]#[CH:16])[CH:14]=[CH:13][CH:12]=[CH:11][CH:10]=1.C(N(CC)CC)C.